This data is from Forward reaction prediction with 1.9M reactions from USPTO patents (1976-2016). The task is: Predict the product of the given reaction. (1) Given the reactants [C:1]1(B(O)O)[CH:6]=[CH:5][CH:4]=[CH:3][CH:2]=1.C(=O)([O-])[O-].[Cs+].[Cs+].O.Br[C:18]1[CH:23]=[CH:22][CH:21]=[C:20]([N+:24]([O-:26])=[O:25])[C:19]=1[O:27][CH2:28][C@@H:29]([C:38]([OH:40])=[O:39])[NH:30][C:31]([O:33][C:34]([CH3:37])([CH3:36])[CH3:35])=[O:32], predict the reaction product. The product is: [C:34]([O:33][C:31]([NH:30][C@H:29]([C:38]([OH:40])=[O:39])[CH2:28][O:27][C:19]1[C:20]([N+:24]([O-:26])=[O:25])=[CH:21][CH:22]=[CH:23][C:18]=1[C:1]1[CH:6]=[CH:5][CH:4]=[CH:3][CH:2]=1)=[O:32])([CH3:37])([CH3:36])[CH3:35]. (2) Given the reactants [CH3:1][CH:2]([CH3:14])[CH2:3][NH:4][CH2:5][C@@H:6]([C:8]1[CH:13]=[CH:12][CH:11]=[CH:10][CH:9]=1)[NH2:7].[C:15]([O:19][C:20](=[O:33])[NH:21][CH2:22][CH2:23][CH:24]([N:26]1[CH2:31][CH2:30][C:29](=O)[CH2:28][CH2:27]1)[CH3:25])([CH3:18])([CH3:17])[CH3:16], predict the reaction product. The product is: [C:15]([O:19][C:20](=[O:33])[NH:21][CH2:22][CH2:23][CH:24]([N:26]1[CH2:31][CH2:30][CH:29]([NH:7][C@H:6]([C:8]2[CH:13]=[CH:12][CH:11]=[CH:10][CH:9]=2)[CH2:5][NH:4][CH2:3][CH:2]([CH3:14])[CH3:1])[CH2:28][CH2:27]1)[CH3:25])([CH3:16])([CH3:17])[CH3:18]. (3) Given the reactants [N:1]1([C:8]2[N:13]=[C:12]([CH:14]3[CH2:16][CH2:15]3)C=[C:10]([N:17]3[CH2:20][CH:19](OS(C)(=O)=O)[CH2:18]3)[C:9]=2[CH3:26])[CH2:7][CH2:6][CH2:5][CH2:4][CH2:3][CH2:2]1.[C-]#[N:28].[Na+].C[N:31]([CH3:34])C=O, predict the reaction product. The product is: [N:1]1([C:8]2[N:13]=[C:12]([CH:14]3[CH2:16][CH2:15]3)[N:28]=[C:10]([N:17]3[CH2:20][CH:19]([C:34]#[N:31])[CH2:18]3)[C:9]=2[CH3:26])[CH2:7][CH2:6][CH2:5][CH2:4][CH2:3][CH2:2]1. (4) Given the reactants [F-].[Cs+].CC1C=CC(S([O:13][CH2:14][C@@H:15]2[O:17][CH2:16]2)(=O)=O)=CC=1.[Cl:18][C:19]1[C:24]([NH:25][C:26]2[C:35]3[C:30](=[CH:31][C:32](F)=[CH:33][C:34]=3[O:36][CH:37]3[CH2:42][CH2:41][O:40][CH2:39][CH2:38]3)[N:29]=[CH:28][N:27]=2)=[C:23]2[O:44][CH2:45][O:46][C:22]2=[CH:21][CH:20]=1, predict the reaction product. The product is: [Cl:18][C:19]1[C:24]([NH:25][C:26]2[C:35]3[C:30](=[CH:31][C:32]([O:13][CH2:14][C@@H:15]4[O:17][CH2:16]4)=[CH:33][C:34]=3[O:36][CH:37]3[CH2:42][CH2:41][O:40][CH2:39][CH2:38]3)[N:29]=[CH:28][N:27]=2)=[C:23]2[O:44][CH2:45][O:46][C:22]2=[CH:21][CH:20]=1. (5) Given the reactants [CH2:1]([O:3][CH2:4][CH2:5][S:6][C:7]1[CH:12]=[C:11]([CH3:13])[C:10](Br)=[C:9]([CH3:15])[CH:8]=1)[CH3:2].[CH:16]([C:18]1[CH:19]=[C:20](B(O)O)[CH:21]=[CH:22][CH:23]=1)=[O:17], predict the reaction product. The product is: [CH2:1]([O:3][CH2:4][CH2:5][S:6][C:7]1[CH:12]=[C:11]([CH3:13])[C:10]([C:22]2[CH:21]=[CH:20][CH:19]=[C:18]([CH:16]=[O:17])[CH:23]=2)=[C:9]([CH3:15])[CH:8]=1)[CH3:2]. (6) The product is: [Cl:1][C:2]1[CH:16]=[CH:15][C:5]([C:6]([C:7]2[N:11]([CH2:23][CH3:24])[C:10]([CH2:12][C:13]#[N:14])=[CH:9][CH:8]=2)=[O:28])=[CH:4][CH:3]=1. Given the reactants [Cl:1][C:2]1[CH:16]=[CH:15][C:5]([CH2:6][C:7]2[NH:11][C:10]([CH2:12][C:13]#[N:14])=[CH:9][CH:8]=2)=[CH:4][CH:3]=1.C(=O)([O-])[O-].[K+].[K+].[CH2:23](I)[CH3:24].CC(CC)=[O:28], predict the reaction product. (7) Given the reactants C(OC([N:8]1[CH2:13][CH2:12][CH:11]([CH2:14][C:15](=[O:29])[NH:16][C:17]2[CH:22]=[CH:21][C:20]([C:23]3[CH:28]=[CH:27][CH:26]=[CH:25][CH:24]=3)=[CH:19][CH:18]=2)[CH2:10][CH2:9]1)=O)(C)(C)C.Cl, predict the reaction product. The product is: [C:20]1([C:23]2[CH:24]=[CH:25][CH:26]=[CH:27][CH:28]=2)[CH:19]=[CH:18][C:17]([NH:16][C:15](=[O:29])[CH2:14][CH:11]2[CH2:12][CH2:13][NH:8][CH2:9][CH2:10]2)=[CH:22][CH:21]=1. (8) Given the reactants [CH2:1]([C:3]1[C:12]2[C:7](=[CH:8][C:9]([O:22][CH3:23])=[C:10](/[C:13](/[CH3:21])=[C:14](/[F:20])\[C:15](OCC)=[O:16])[CH:11]=2)[O:6][C:5]([CH3:25])([CH3:24])[CH:4]=1)[CH3:2].[H-].C([Al+]CC(C)C)C(C)C, predict the reaction product. The product is: [CH2:1]([C:3]1[C:12]2[C:7](=[CH:8][C:9]([O:22][CH3:23])=[C:10](/[C:13](/[CH3:21])=[C:14](/[F:20])\[CH2:15][OH:16])[CH:11]=2)[O:6][C:5]([CH3:24])([CH3:25])[CH:4]=1)[CH3:2]. (9) Given the reactants [NH2:1][C@H:2]1[C:11]2[C:6](=[CH:7][CH:8]=[CH:9][CH:10]=2)[N:5]([C:12](=[O:14])[CH3:13])[C@@H:4]([CH3:15])[C@@H:3]1[CH3:16].Br[C:18]1[CH:23]=[CH:22][CH:21]=[CH:20][N:19]=1.CC(C)([O-])C.[Na+].CN(C1C(C2C(P(C3CCCCC3)C3CCCCC3)=CC=CC=2)=CC=CC=1)C, predict the reaction product. The product is: [CH3:15][C@H:4]1[C@H:3]([CH3:16])[C@@H:2]([NH:1][C:18]2[CH:23]=[CH:22][CH:21]=[CH:20][N:19]=2)[C:11]2[C:6](=[CH:7][CH:8]=[CH:9][CH:10]=2)[N:5]1[C:12](=[O:14])[CH3:13]. (10) Given the reactants [CH2:1]([C:3]1[O:4][C:5]2[C:10]([C:11](=[O:20])[C:12]=1[C:13]1[CH:18]=[CH:17][CH:16]=[C:15]([F:19])[CH:14]=1)=[CH:9][C:8]([F:21])=[CH:7][CH:6]=2)[CH3:2].[Br:22]N1C(=O)CCC1=O.N(C(C)(C)C#N)=NC(C)(C)C#N, predict the reaction product. The product is: [Br:22][CH:1]([C:3]1[O:4][C:5]2[C:10]([C:11](=[O:20])[C:12]=1[C:13]1[CH:18]=[CH:17][CH:16]=[C:15]([F:19])[CH:14]=1)=[CH:9][C:8]([F:21])=[CH:7][CH:6]=2)[CH3:2].